From a dataset of NCI-60 drug combinations with 297,098 pairs across 59 cell lines. Regression. Given two drug SMILES strings and cell line genomic features, predict the synergy score measuring deviation from expected non-interaction effect. (1) Drug 1: C1CCN(CC1)CCOC2=CC=C(C=C2)C(=O)C3=C(SC4=C3C=CC(=C4)O)C5=CC=C(C=C5)O. Drug 2: CCC1(CC2CC(C3=C(CCN(C2)C1)C4=CC=CC=C4N3)(C5=C(C=C6C(=C5)C78CCN9C7C(C=CC9)(C(C(C8N6C=O)(C(=O)OC)O)OC(=O)C)CC)OC)C(=O)OC)O.OS(=O)(=O)O. Cell line: HOP-92. Synergy scores: CSS=26.6, Synergy_ZIP=-1.89, Synergy_Bliss=0.816, Synergy_Loewe=-21.8, Synergy_HSA=0.812. (2) Drug 1: C1CCN(CC1)CCOC2=CC=C(C=C2)C(=O)C3=C(SC4=C3C=CC(=C4)O)C5=CC=C(C=C5)O. Drug 2: CC12CCC3C(C1CCC2OP(=O)(O)O)CCC4=C3C=CC(=C4)OC(=O)N(CCCl)CCCl.[Na+]. Cell line: HOP-92. Synergy scores: CSS=-8.73, Synergy_ZIP=0.247, Synergy_Bliss=-10.1, Synergy_Loewe=-13.7, Synergy_HSA=-13.7.